Dataset: Catalyst prediction with 721,799 reactions and 888 catalyst types from USPTO. Task: Predict which catalyst facilitates the given reaction. (1) Reactant: C1(C)C=CC=CC=1.[OH-:8].[Na+].C1(NC2CCCCC2)CCCCC1.[F:23][C:24]1[N:29]=[C:28]([C:30]#[N:31])[C:27]([OH:32])=[N:26][CH:25]=1. Product: [F:23][C:24]1[N:29]=[C:28]([C:30]([NH2:31])=[O:8])[C:27]([OH:32])=[N:26][CH:25]=1. The catalyst class is: 6. (2) The catalyst class is: 44. Reactant: [C:1]([C:3]1[C:4]2[C:12]([CH:13]3[CH2:17][CH2:16][CH2:15][CH2:14]3)=[N:11][N:10]([C:18]3[CH:19]=[C:20]([C:23]([OH:25])=O)[S:21][CH:22]=3)[C:5]=2[C:6](=[O:9])[NH:7][CH:8]=1)#[N:2].CC[N:28]=C=NCCCN(C)C.O. Product: [C:1]([C:3]1[C:4]2[C:12]([CH:13]3[CH2:17][CH2:16][CH2:15][CH2:14]3)=[N:11][N:10]([C:18]3[CH:19]=[C:20]([C:23]([NH2:28])=[O:25])[S:21][CH:22]=3)[C:5]=2[C:6](=[O:9])[NH:7][CH:8]=1)#[N:2]. (3) Reactant: [H-].[Na+].[F:3][C:4]([F:8])([F:7])[CH2:5][OH:6].Br[C:10]1[N:15]=[CH:14][C:13]([Br:16])=[CH:12][N:11]=1. Product: [Br:16][C:13]1[CH:12]=[N:11][C:10]([O:6][CH2:5][C:4]([F:8])([F:7])[F:3])=[N:15][CH:14]=1. The catalyst class is: 3. (4) Reactant: O=[C:2]([C:26]1[CH:31]=[CH:30][N:29]=[CH:28][CH:27]=1)[CH:3]([C:8]1[CH:13]=[CH:12][C:11]([O:14][CH2:15][C:16]2[CH:25]=[CH:24][C:23]3[C:18](=[CH:19][CH:20]=[CH:21][CH:22]=3)[N:17]=2)=[CH:10][CH:9]=1)[C:4]([O:6]C)=[O:5].[NH2:32]O.Cl. Product: [N:29]1[CH:30]=[CH:31][C:26]([C:2]2[NH:32][O:6][C:4](=[O:5])[C:3]=2[C:8]2[CH:13]=[CH:12][C:11]([O:14][CH2:15][C:16]3[CH:25]=[CH:24][C:23]4[C:18](=[CH:19][CH:20]=[CH:21][CH:22]=4)[N:17]=3)=[CH:10][CH:9]=2)=[CH:27][CH:28]=1. The catalyst class is: 8. (5) Reactant: Cl[C:2]1[CH:7]=[CH:6][C:5]([NH:8][C:9]([NH:11][C:12]2[CH:17]=[CH:16][CH:15]=[C:14]([C:18]3[CH:23]=[CH:22][CH:21]=[C:20]([N:24]4[CH2:28][CH2:27][CH2:26][CH2:25]4)[N:19]=3)[CH:13]=2)=[O:10])=[CH:4][CH:3]=1.N[C:30]1C=CC(C)=CC=1.CCN(C(C)C)C(C)C. Product: [N:24]1([C:20]2[N:19]=[C:18]([C:14]3[CH:13]=[C:12]([NH:11][C:9]([NH:8][C:5]4[CH:6]=[CH:7][C:2]([CH3:30])=[CH:3][CH:4]=4)=[O:10])[CH:17]=[CH:16][CH:15]=3)[CH:23]=[CH:22][CH:21]=2)[CH2:28][CH2:27][CH2:26][CH2:25]1. The catalyst class is: 3.